From a dataset of Forward reaction prediction with 1.9M reactions from USPTO patents (1976-2016). Predict the product of the given reaction. (1) Given the reactants [Cl-].[Zn+2:2].[Cl-].[O:4]1[CH2:9][CH2:8][CH2:7][O:6][CH:5]1[CH2:10][CH2:11][Mg]Br, predict the reaction product. The product is: [O:4]1[CH2:9][CH2:8][CH2:7][O:6][CH:5]1[CH2:10][CH2:11][Zn:2][CH2:11][CH2:10][CH:5]1[O:6][CH2:7][CH2:8][CH2:9][O:4]1. (2) The product is: [CH2:1]([O:8][C:9]1[C:10]([C:17]([OH:19])=[O:18])=[C:11]([CH3:16])[C:12]([O:63][CH:27]([CH3:29])[CH3:26])=[N:13][CH:14]=1)[C:2]1[CH:3]=[CH:4][CH:5]=[CH:6][CH:7]=1. Given the reactants [CH2:1]([O:8][C:9]1[C:10]([C:17]([O:19]C2C=CC=CC=2)=[O:18])=[C:11]([CH3:16])[C:12](Br)=[N:13][CH:14]=1)[C:2]1[CH:7]=[CH:6][CH:5]=[CH:4][CH:3]=1.[CH3:26][C:27](P(C(C)(C)C)C1N(C2C(C3C=CC=CC=3)=NN(C3C=CC=CC=3)C=2C2C=CC=CC=2)N=CC=1)([CH3:29])C.[OH-:63].[Na+].CO, predict the reaction product. (3) Given the reactants C[O:2][C:3]1[N:8]=[CH:7][C:6]([NH:9][C:10](=[O:16])[O:11][C:12]([CH3:15])([CH3:14])[CH3:13])=[CH:5][CH:4]=1.[CH3:17]I, predict the reaction product. The product is: [CH3:17][N:8]1[C:3](=[O:2])[CH:4]=[CH:5][C:6]([NH:9][C:10](=[O:16])[O:11][C:12]([CH3:15])([CH3:14])[CH3:13])=[CH:7]1. (4) Given the reactants [NH:1]1[CH2:5][CH2:4][C@@H:3]([NH:6][C:7](=[O:13])[O:8][C:9]([CH3:12])([CH3:11])[CH3:10])[CH2:2]1.Br[C:15]1[CH:16]=[N:17][CH:18]=[CH:19][CH:20]=1, predict the reaction product. The product is: [N:17]1[CH:18]=[CH:19][CH:20]=[C:15]([N:1]2[CH2:5][CH2:4][C@@H:3]([NH:6][C:7](=[O:13])[O:8][C:9]([CH3:10])([CH3:12])[CH3:11])[CH2:2]2)[CH:16]=1. (5) The product is: [Br:24][C:20]1[N:19]=[C:18]([CH2:17][N:8]2[C:9]3[C:14](=[CH:13][CH:12]=[CH:11][CH:10]=3)[C:15](=[O:16])[C:6]([C:4](=[O:5])[C:11]3[CH:12]=[CH:13][CH:14]=[C:9]([N:8]([CH3:17])[CH3:7])[CH:10]=3)=[CH:7]2)[CH:23]=[CH:22][CH:21]=1. Given the reactants CON(C)[C:4]([C:6]1[C:15](=[O:16])[C:14]2[C:9](=[CH:10][CH:11]=[CH:12][CH:13]=2)[N:8]([CH2:17][C:18]2[CH:23]=[CH:22][CH:21]=[C:20]([Br:24])[N:19]=2)[CH:7]=1)=[O:5], predict the reaction product. (6) Given the reactants [Cl:1][C:2]1[CH:34]=[CH:33][CH:32]=[C:31]([Cl:35])[C:3]=1[CH2:4][O:5][CH2:6][CH2:7][O:8][CH2:9][CH2:10][CH2:11][CH2:12][CH2:13][CH2:14][NH:15][CH2:16][C@@H:17]([C:19]1[CH:30]=[CH:29][C:22]2[O:23][C:24]([CH3:28])(C)[O:25][CH2:26][C:21]=2[CH:20]=1)[OH:18].C(O)(=[O:38])C, predict the reaction product. The product is: [C:24]([O:23][C:22]1[CH:29]=[CH:30][C:19]([C@@H:17]([OH:18])[CH2:16][NH:15][CH2:14][CH2:13][CH2:12][CH2:11][CH2:10][CH2:9][O:8][CH2:7][CH2:6][O:5][CH2:4][C:3]2[C:2]([Cl:1])=[CH:34][CH:33]=[CH:32][C:31]=2[Cl:35])=[CH:20][C:21]=1[CH2:26][OH:25])(=[O:38])[CH3:28].